From a dataset of Full USPTO retrosynthesis dataset with 1.9M reactions from patents (1976-2016). Predict the reactants needed to synthesize the given product. (1) Given the product [CH:13]([CH:9]([CH:8]1[CH2:16][NH:17][C:6](=[O:5])[CH2:7]1)[CH2:10][CH2:11][CH3:12])([CH3:15])[CH3:14], predict the reactants needed to synthesize it. The reactants are: C([O:5][C:6](=O)[CH2:7][CH:8]([C:16]#[N:17])[CH:9]([CH:13]([CH3:15])[CH3:14])[CH2:10][CH2:11][CH3:12])(C)(C)C. (2) Given the product [CH2:2]([O:9][C@@H:10]1[C@@H:18]([O:19][CH2:20][C:21]2[CH:26]=[CH:25][CH:24]=[CH:23][CH:22]=2)[C@H:17]([CH3:27])[O:16][C:15](=[O:28])[C@@H:14]([NH:29][C:39]([C:32]2[C:31]([OH:30])=[C:36]([O:37][CH3:38])[CH:35]=[CH:34][N:33]=2)=[O:40])[CH2:13][CH2:12][CH2:11]1)[C:3]1[CH:4]=[CH:5][CH:6]=[CH:7][CH:8]=1, predict the reactants needed to synthesize it. The reactants are: [Cl-].[CH2:2]([O:9][C@@H:10]1[C@@H:18]([O:19][CH2:20][C:21]2[CH:26]=[CH:25][CH:24]=[CH:23][CH:22]=2)[C@H:17]([CH3:27])[O:16][C:15](=[O:28])[C@@H:14]([NH3+:29])[CH2:13][CH2:12][CH2:11]1)[C:3]1[CH:8]=[CH:7][CH:6]=[CH:5][CH:4]=1.[OH:30][C:31]1[C:32]([C:39](O)=[O:40])=[N:33][CH:34]=[CH:35][C:36]=1[O:37][CH3:38].CN1CCOCC1.CN(C(ON1N=NC2C=CC=NC1=2)=[N+](C)C)C.F[P-](F)(F)(F)(F)F. (3) Given the product [O:36]1[C:2]([CH3:3])([CH3:1])[CH:4]1[CH2:5][CH2:6][C@H:7]([C@@H:9]1[C@:26]2([CH3:27])[C@H:12]([C@H:13]3[C@H:23]([CH2:24][CH2:25]2)[C@:21]2([CH3:22])[C:16](=[CH:17][C:18](=[O:28])[CH2:19][CH2:20]2)[CH:15]=[CH:14]3)[CH2:11][CH2:10]1)[CH3:8], predict the reactants needed to synthesize it. The reactants are: [CH3:1][C:2](=[CH:4][CH2:5][CH2:6][C@H:7]([C@@H:9]1[C@:26]2([CH3:27])[C@H:12]([C@H:13]3[C@H:23]([CH2:24][CH2:25]2)[C@:21]2([CH3:22])[C:16](=[CH:17][C:18](=[O:28])[CH2:19][CH2:20]2)[CH:15]=[CH:14]3)[CH2:11][CH2:10]1)[CH3:8])[CH3:3].C1C=C(C(O)=[O:36])C(C(OO)=O)=CC=1.C(OCC)(=O)C.S([O-])([O-])=O.[Na+].[Na+]. (4) Given the product [Br:1][C:2]1[C:11]([NH2:12])=[CH:10][CH:9]=[CH:8][C:3]=1[C:4]([O:6][CH3:7])=[O:5], predict the reactants needed to synthesize it. The reactants are: [Br:1][C:2]1[C:11]([N+:12]([O-])=O)=[CH:10][CH:9]=[CH:8][C:3]=1[C:4]([O:6][CH3:7])=[O:5].[OH-].[Na+].